The task is: Predict the reactants needed to synthesize the given product.. This data is from Full USPTO retrosynthesis dataset with 1.9M reactions from patents (1976-2016). (1) Given the product [NH2:16][CH2:15][CH2:14][CH2:13][N:12]([CH2:17][CH2:18][CH2:19][NH2:20])[CH2:11][CH2:10][CH2:9][CH2:8][CH2:7][CH2:6][N:5]([CH2:4][CH2:3][CH2:1][NH2:2])[CH2:21][CH2:22][CH2:23][NH2:24], predict the reactants needed to synthesize it. The reactants are: [C:1]([CH2:3][CH2:4][N:5]([CH2:21][CH2:22][C:23]#[N:24])[CH2:6][CH2:7][CH2:8][CH2:9][CH2:10][CH2:11][N:12]([CH2:17][CH2:18][C:19]#[N:20])[CH2:13][CH2:14][C:15]#[N:16])#[N:2].[H][H]. (2) The reactants are: Br[C:2]1[CH:29]=[C:5]2[N:6]=[C:7]([CH3:28])[C:8]([C@H:18]([O:23][C:24]([CH3:27])([CH3:26])[CH3:25])[C:19]([O:21][CH3:22])=[O:20])=[C:9]([N:10]3[CH2:15][CH2:14][C:13]([CH3:17])([CH3:16])[CH2:12][CH2:11]3)[N:4]2[N:3]=1.[CH2:30]([N:37]1[CH:41]=[C:40](B(O)O)[CH:39]=[N:38]1)[C:31]1[CH:36]=[CH:35][CH:34]=[CH:33][CH:32]=1. Given the product [CH2:30]([N:37]1[CH:41]=[C:40]([C:2]2[CH:29]=[C:5]3[N:6]=[C:7]([CH3:28])[C:8]([C@H:18]([O:23][C:24]([CH3:27])([CH3:26])[CH3:25])[C:19]([O:21][CH3:22])=[O:20])=[C:9]([N:10]4[CH2:15][CH2:14][C:13]([CH3:17])([CH3:16])[CH2:12][CH2:11]4)[N:4]3[N:3]=2)[CH:39]=[N:38]1)[C:31]1[CH:36]=[CH:35][CH:34]=[CH:33][CH:32]=1, predict the reactants needed to synthesize it. (3) Given the product [CH3:1][C:2]1[C:6]([C:7]2[CH:12]=[C:11]([NH2:13])[C:10]([NH:16][CH2:17][CH3:18])=[C:9]([I:25])[CH:8]=2)=[C:5]([CH3:26])[O:4][N:3]=1, predict the reactants needed to synthesize it. The reactants are: [CH3:1][C:2]1[C:6]([C:7]2[CH:12]=[C:11]([N+:13]([O-])=O)[C:10]([N:16](CC)[C:17](=O)[C:18](F)(F)F)=[C:9]([I:25])[CH:8]=2)=[C:5]([CH3:26])[O:4][N:3]=1.C[O-].[Na+].[OH-].[Na+]. (4) Given the product [Cl:1][C:2]1[CH:7]=[CH:6][C:5]([C:8]2[C:12]3[CH2:13][N:14]([S:17]([CH3:20])(=[O:19])=[O:18])[CH2:15][CH2:16][C:11]=3[N:10]([CH2:21][CH2:22][CH2:23][N:24]3[CH2:25][CH2:26][O:27][CH2:28][CH2:29]3)[N:9]=2)=[CH:4][C:3]=1[CH2:30][CH2:31][C:32]1[CH:33]=[C:34]2[C:38](=[CH:39][CH:40]=1)[NH:37][CH:36]=[CH:35]2, predict the reactants needed to synthesize it. The reactants are: [Cl:1][C:2]1[CH:7]=[CH:6][C:5]([C:8]2[C:12]3[CH2:13][N:14]([S:17]([CH3:20])(=[O:19])=[O:18])[CH2:15][CH2:16][C:11]=3[N:10]([CH2:21][CH2:22][CH2:23][N:24]3[CH2:29][CH2:28][O:27][CH2:26][CH2:25]3)[N:9]=2)=[CH:4][C:3]=1[C:30]#[C:31][C:32]1[CH:33]=[C:34]2[C:38](=[CH:39][CH:40]=1)[NH:37][CH:36]=[CH:35]2. (5) Given the product [N:19]1([CH2:2][C:3]2[S:11][C:10]3[C:9]([N:12]4[CH2:17][CH2:16][O:15][CH2:14][CH2:13]4)=[N:8][C:7]([C:5]4[CH:4]=[CH:3][CH:2]=[C:33]5[C:10]=4[CH:9]=[N:8][NH:31]5)=[N:6][C:5]=3[CH:4]=2)[CH:23]=[CH:22][N:21]=[CH:20]1, predict the reactants needed to synthesize it. The reactants are: Br[CH2:2][C:3]1[S:11][C:10]2[C:9]([N:12]3[CH2:17][CH2:16][O:15][CH2:14][CH2:13]3)=[N:8][C:7](Cl)=[N:6][C:5]=2[CH:4]=1.[NH:19]1[CH:23]=[CH:22][N:21]=[CH:20]1.C([O-])([O-])=O.[K+].[K+].C[N:31]([CH:33]=O)C.